From a dataset of Reaction yield outcomes from USPTO patents with 853,638 reactions. Predict the reaction yield, written as a fraction of the theoretical maximum amount of product (1.0 means a 100% yield; for example, 0.34 means a 34% yield). (1) The reactants are C([O:3][C:4](=[O:32])[CH:5](C(OCC)=O)[CH:6]([C:18]1[CH:23]=[CH:22][C:21]([N+:24]([O-:26])=[O:25])=[CH:20][CH:19]=1)[CH:7](C(OCC)=O)[C:8]([O:10]CC)=[O:9])C. The yield is 0.880. The product is [N+:24]([C:21]1[CH:22]=[CH:23][C:18]([CH:6]([CH2:7][C:8]([OH:10])=[O:9])[CH2:5][C:4]([OH:32])=[O:3])=[CH:19][CH:20]=1)([O-:26])=[O:25]. The catalyst is Cl. (2) The reactants are [NH2:1][C:2]1[CH:3]=[C:4]([CH:10]([NH:16][C:17]2[CH:22]=[CH:21][C:20]([C:23]#[N:24])=[CH:19][CH:18]=2)[C:11]([O:13][CH2:14][CH3:15])=[O:12])[CH:5]=[C:6]([CH2:8][CH3:9])[CH:7]=1.Cl.Cl[CH2:27][CH2:28][NH2:29].Cl[CH2:31][CH2:32]N. The catalyst is ClC1C=CC=CC=1. The product is [C:23]([C:20]1[CH:21]=[CH:22][C:17]([NH:16][CH:10]([C:4]2[CH:3]=[C:2]([N:1]3[CH2:32][CH2:31][NH:29][CH2:28][CH2:27]3)[CH:7]=[C:6]([CH2:8][CH3:9])[CH:5]=2)[C:11]([O:13][CH2:14][CH3:15])=[O:12])=[CH:18][CH:19]=1)#[N:24]. The yield is 0.630.